This data is from Forward reaction prediction with 1.9M reactions from USPTO patents (1976-2016). The task is: Predict the product of the given reaction. (1) Given the reactants [CH3:1][C:2]1[C:7]([N+:8]([O-:10])=[O:9])=[CH:6][C:5]([N+:11]([O-:13])=[O:12])=[CH:4][C:3]=1[N+:14]([O-:16])=[O:15].[CH2:17]([O:34][N+:35]([O-:37])=[O:36])[C:18]([CH2:29][O:30][N+:31]([O-:33])=[O:32])([CH2:24][O:25][N+:26]([O-:28])=[O:27])[CH2:19][O:20][N+:21]([O-:23])=[O:22], predict the reaction product. The product is: [CH2:29]([O:30][N+:31]([O-:33])=[O:32])[C:18]([CH2:19][O:20][N+:21]([O-:23])=[O:22])([CH2:17][O:34][N+:35]([O-:37])=[O:36])[CH2:24][O:25][N+:26]([O-:28])=[O:27].[CH3:1][C:2]1[C:7]([N+:8]([O-:10])=[O:9])=[CH:6][C:5]([N+:11]([O-:13])=[O:12])=[CH:4][C:3]=1[N+:14]([O-:16])=[O:15]. (2) Given the reactants O1CCCCC1[O:7][CH2:8][C:9]([CH3:35])([CH3:34])[CH2:10][CH2:11][CH2:12][CH:13]([OH:33])[CH2:14][CH2:15][CH2:16][CH:17]([OH:32])[CH2:18][CH2:19][CH2:20][C:21]([CH3:31])([CH3:30])[CH2:22][O:23]C1CCCCO1, predict the reaction product. The product is: [CH3:30][C:21]([CH3:31])([CH2:20][CH2:19][CH2:18][CH:17]([OH:32])[CH2:16][CH2:15][CH2:14][CH:13]([OH:33])[CH2:12][CH2:11][CH2:10][C:9]([CH3:34])([CH3:35])[CH2:8][OH:7])[CH2:22][OH:23]. (3) The product is: [CH3:23][C:17]([C:24]1[CH:29]=[CH:28][C:27]([C:30]2[CH:35]=[CH:34][C:33]([C:36](=[O:39])[NH:37][CH3:38])=[CH:32][CH:31]=2)=[CH:26][CH:25]=1)([CH3:16])[C:18]([OH:20])=[O:19]. Given the reactants BrC1C=CC(C(C)(C)C(OCC)=O)=CC=1.[CH3:16][C:17]([C:24]1[CH:29]=[CH:28][C:27]([C:30]2[CH:35]=[CH:34][C:33]([C:36](=[O:39])[NH:37][CH3:38])=[CH:32][CH:31]=2)=[CH:26][CH:25]=1)([CH3:23])[C:18]([O:20]CC)=[O:19].CO.[OH-].[Na+], predict the reaction product. (4) The product is: [C:1]([O:5][C:6]([N:8]1[CH2:12][C@@H:11]([O:13][CH3:14])[CH2:10][C@H:9]1[C:15]1[NH:16][CH:17]=[C:18]([C:20]2[CH:25]=[CH:24][C:23]([C:32]3[CH:33]=[C:28]([Cl:27])[C:29]([NH:42][C:43]([C:44]4[CH:45]=[N:46][C:47]([N:50]5[CH2:55][CH2:54][N:53]([C:56](=[O:61])[C:57]([CH3:60])([CH3:59])[CH2:58][OH:65])[CH2:52][C@H:51]5[CH3:62])=[CH:48][CH:49]=4)=[O:63])=[CH:30][C:31]=3[O:37][C:38]([F:41])([F:40])[F:39])=[CH:22][CH:21]=2)[N:19]=1)=[O:7])([CH3:4])([CH3:3])[CH3:2]. Given the reactants [C:1]([O:5][C:6]([N:8]1[CH2:12][C@@H:11]([O:13][CH3:14])[CH2:10][C@H:9]1[C:15]1[NH:16][CH:17]=[C:18]([C:20]2[CH:25]=[CH:24][C:23](Br)=[CH:22][CH:21]=2)[N:19]=1)=[O:7])([CH3:4])([CH3:3])[CH3:2].[Cl:27][C:28]1[C:29]([NH:42][C:43](=[O:63])[C:44]2[CH:49]=[CH:48][C:47]([N:50]3[CH2:55][CH2:54][N:53]([C:56](=[O:61])[C:57]([CH3:60])([CH3:59])[CH3:58])[CH2:52][C@H:51]3[CH3:62])=[N:46][CH:45]=2)=[CH:30][C:31]([O:37][C:38]([F:41])([F:40])[F:39])=[C:32](B(O)O)[CH:33]=1.C(=O)([O-])[O-:65].[K+].[K+], predict the reaction product. (5) The product is: [Cl:1][C:2]1[CH:3]=[C:4]([NH:17][C:18]2[C:19]3[C:20](=[CH:24][N:25]([C:27]4[CH:28]=[CH:29][C:30]([CH2:31][NH:42][CH2:41][CH2:40][S:37]([CH3:36])(=[O:39])=[O:38])=[CH:33][CH:34]=4)[N:26]=3)[N:21]=[CH:22][N:23]=2)[CH:5]=[CH:6][C:7]=1[O:8][CH2:9][C:10]1[CH:15]=[CH:14][CH:13]=[C:12]([F:16])[CH:11]=1. Given the reactants [Cl:1][C:2]1[CH:3]=[C:4]([NH:17][C:18]2[C:19]3[C:20](=[CH:24][N:25]([C:27]4[CH:34]=[CH:33][C:30]([CH:31]=O)=[CH:29][CH:28]=4)[N:26]=3)[N:21]=[CH:22][N:23]=2)[CH:5]=[CH:6][C:7]=1[O:8][CH2:9][C:10]1[CH:15]=[CH:14][CH:13]=[C:12]([F:16])[CH:11]=1.Cl.[CH3:36][S:37]([CH2:40][CH2:41][NH2:42])(=[O:39])=[O:38].C(O[BH-](OC(=O)C)OC(=O)C)(=O)C.[Na+].C(=O)([O-])O.[Na+], predict the reaction product. (6) Given the reactants [I:1][C:2]1[C:10]2[N:9]=[CH:8][NH:7][C:6]=2[CH:5]=[CH:4][C:3]=1[CH3:11].[CH3:12][Si:13]([CH2:16][CH2:17][O:18][CH2:19]Cl)([CH3:15])[CH3:14].[H-].[Na+], predict the reaction product. The product is: [I:1][C:2]1[C:10]2[N:9]=[CH:8][N:7]([CH2:19][O:18][CH2:17][CH2:16][Si:13]([CH3:15])([CH3:14])[CH3:12])[C:6]=2[CH:5]=[CH:4][C:3]=1[CH3:11]. (7) Given the reactants [CH2:1]([O:8][C@@H:9]1[C@@H:14]([O:15][CH2:16][C:17]2[CH:22]=[CH:21][CH:20]=[CH:19][CH:18]=2)[C@H:13]([O:23][CH2:24][C:25]2[CH:30]=[CH:29][CH:28]=[CH:27][CH:26]=2)[C@@H:12]([CH2:31][O:32]C(C2C=CC=CC=2)(C2C=CC=CC=2)C2C=CC=CC=2)[O:11][C@H:10]1[C:52]1[CH:57]=[CH:56][C:55]([Cl:58])=[C:54]([CH2:59][C:60]2[CH:65]=[CH:64][C:63]([O:66][CH2:67][CH3:68])=[CH:62][CH:61]=2)[CH:53]=1)[C:2]1[CH:7]=[CH:6][CH:5]=[CH:4][CH:3]=1.[Al+3].[Cl-].[Cl-].[Cl-], predict the reaction product. The product is: [CH2:24]([O:23][C@H:13]1[C@H:14]([O:15][CH2:16][C:17]2[CH:18]=[CH:19][CH:20]=[CH:21][CH:22]=2)[C@@H:9]([O:8][CH2:1][C:2]2[CH:7]=[CH:6][CH:5]=[CH:4][CH:3]=2)[C@H:10]([C:52]2[CH:57]=[CH:56][C:55]([Cl:58])=[C:54]([CH2:59][C:60]3[CH:61]=[CH:62][C:63]([O:66][CH2:67][CH3:68])=[CH:64][CH:65]=3)[CH:53]=2)[O:11][C@@H:12]1[CH2:31][OH:32])[C:25]1[CH:26]=[CH:27][CH:28]=[CH:29][CH:30]=1.